From a dataset of Reaction yield outcomes from USPTO patents with 853,638 reactions. Predict the reaction yield, written as a fraction of the theoretical maximum amount of product (1.0 means a 100% yield; for example, 0.34 means a 34% yield). (1) The reactants are [N+:1]([C:4]1[CH:10]=[CH:9][C:7]([NH2:8])=[C:6]([C:11]#[C:12][C:13]2[CH:18]=[CH:17][CH:16]=[CH:15][N:14]=2)[CH:5]=1)([O-:3])=[O:2].CC([O-])(C)C.[K+]. The catalyst is CN(C=O)C.O. The product is [N+:1]([C:4]1[CH:5]=[C:6]2[C:7](=[CH:9][CH:10]=1)[NH:8][C:12]([C:13]1[CH:18]=[CH:17][CH:16]=[CH:15][N:14]=1)=[CH:11]2)([O-:3])=[O:2]. The yield is 0.670. (2) The reactants are [CH:1]([C:4]1[CH:10]=[CH:9][CH:8]=[C:7]([CH:11]([CH3:13])[CH3:12])[C:5]=1[NH2:6])([CH3:3])[CH3:2].Cl[C:15]1[CH:32]=[C:19]2[C:20]3[C:25]([CH2:26][CH2:27][N:18]2[C:17](=[O:33])[N:16]=1)=[CH:24][C:23]([O:28][CH3:29])=[C:22]([O:30][CH3:31])[CH:21]=3. The catalyst is CC(O)C. The product is [CH:11]([C:7]1[CH:8]=[CH:9][CH:10]=[C:4]([CH:1]([CH3:3])[CH3:2])[C:5]=1[N:6]=[C:15]1[CH:32]=[C:19]2[C:20]3[C:25]([CH2:26][CH2:27][N:18]2[C:17](=[O:33])[NH:16]1)=[CH:24][C:23]([O:28][CH3:29])=[C:22]([O:30][CH3:31])[CH:21]=3)([CH3:13])[CH3:12]. The yield is 0.790. (3) The yield is 0.530. The reactants are [CH2:1]([NH:3][C:4]1[CH:9]=[CH:8][C:7]([C:10]([OH:19])([C:15]([F:18])([F:17])[F:16])[C:11]([F:14])([F:13])[F:12])=[CH:6][CH:5]=1)[CH3:2].Cl[CH2:21][C:22]1[N:23]=[C:24]([C:28]2[CH:33]=[CH:32][CH:31]=[C:30]([C:34]([F:37])([F:36])[F:35])[CH:29]=2)[O:25][C:26]=1[CH3:27]. The catalyst is CN(C=O)C. The product is [CH2:1]([N:3]([CH2:21][C:22]1[N:23]=[C:24]([C:28]2[CH:33]=[CH:32][CH:31]=[C:30]([C:34]([F:37])([F:36])[F:35])[CH:29]=2)[O:25][C:26]=1[CH3:27])[C:4]1[CH:5]=[CH:6][C:7]([C:10]([OH:19])([C:11]([F:13])([F:14])[F:12])[C:15]([F:16])([F:18])[F:17])=[CH:8][CH:9]=1)[CH3:2]. (4) The reactants are [Cl:1][C:2]1[CH:3]=[C:4]([C:8]2[N:12]=[C:11]([CH2:13][S:14][C:15]3[N:19]([CH3:20])[CH:18]=[N:17][N:16]=3)[O:10][N:9]=2)[CH:5]=[CH:6][CH:7]=1.C(Cl)(Cl)Cl.N1C=CC=CC=1.[Br:31]Br. The catalyst is C(Cl)(Cl)Cl. The product is [Br:31][C:18]1[N:19]([CH3:20])[C:15]([S:14][CH2:13][C:11]2[O:10][N:9]=[C:8]([C:4]3[CH:5]=[CH:6][CH:7]=[C:2]([Cl:1])[CH:3]=3)[N:12]=2)=[N:16][N:17]=1. The yield is 0.575. (5) The catalyst is [OH-].[Na+]. The product is [C:17]([O:16][C:14]([NH:9][C@@H:8]([CH2:7][C:6]1[CH:5]=[CH:4][C:3]([C:2]([F:24])([F:23])[F:1])=[CH:22][CH:21]=1)[CH2:12][CH2:11][C:10]([OH:13])=[O:27])=[O:15])([CH3:20])([CH3:19])[CH3:18]. The yield is 0.930. The reactants are [F:1][C:2]([F:24])([F:23])[C:3]1[CH:22]=[CH:21][C:6]([CH2:7][C@H:8]2[CH2:12][CH2:11][C:10](=[O:13])[N:9]2[C:14]([O:16][C:17]([CH3:20])([CH3:19])[CH3:18])=[O:15])=[CH:5][CH:4]=1.CC(C)=[O:27]. (6) The reactants are [NH2:1][C:2]1[CH:11]=[CH:10][C:5]2[N:6]=[C:7]([SH:9])[S:8][C:4]=2[CH:3]=1.[CH:12](=O)[CH3:13].C(O)(=O)C.[BH3-]C#N.[Na+]. The catalyst is C1COCC1.O. The product is [CH2:12]([NH:1][C:2]1[CH:11]=[CH:10][C:5]2[N:6]=[C:7]([SH:9])[S:8][C:4]=2[CH:3]=1)[CH3:13]. The yield is 0.820. (7) The reactants are [Cl:1][C:2]1[CH:3]=[C:4]([CH2:9][C:10]#[N:11])[CH:5]=[CH:6][C:7]=1[Cl:8].[NH2-].[Na+].[CH2:14]1[O:16][C@H:15]1[CH2:17]Cl.[Cl-].N. The catalyst is C(OCC)(=O)C.C1COCC1. The product is [Cl:1][C:2]1[CH:3]=[C:4]([C@:9]2([C:10]#[N:11])[CH2:17][C@H:15]2[CH2:14][OH:16])[CH:5]=[CH:6][C:7]=1[Cl:8]. The yield is 0.610. (8) The reactants are [F:1][C:2]1[CH:22]=[C:21]([S:23]([CH3:26])(=[O:25])=[O:24])[CH:20]=[CH:19][C:3]=1[O:4][C:5]1[C:10]([CH3:11])=[C:9]([O:12][CH:13]2[CH2:18][CH2:17][NH:16][CH2:15][CH2:14]2)[N:8]=[CH:7][N:6]=1.[N:27]1[CH:32]=[CH:31][CH:30]=[C:29]([CH2:33][CH2:34]OS(C2C=CC(C)=CC=2)(=O)=O)[CH:28]=1.C(N(CC)CC)C. The catalyst is CN(C=O)C. The product is [F:1][C:2]1[CH:22]=[C:21]([S:23]([CH3:26])(=[O:24])=[O:25])[CH:20]=[CH:19][C:3]=1[O:4][C:5]1[C:10]([CH3:11])=[C:9]([O:12][CH:13]2[CH2:18][CH2:17][N:16]([CH2:34][CH2:33][C:29]3[CH:28]=[N:27][CH:32]=[CH:31][CH:30]=3)[CH2:15][CH2:14]2)[N:8]=[CH:7][N:6]=1. The yield is 0.130. (9) The reactants are [Br:1][C:2]1[CH:3]=[C:4]([C:9](=[O:11])[CH3:10])[CH:5]=[CH:6][C:7]=1[F:8].[CH2:12](O)[CH2:13][OH:14].C1(C)C=CC(S(O)(=O)=O)=CC=1.O. The catalyst is C1(C)C=CC=CC=1. The product is [Br:1][C:2]1[CH:3]=[C:4]([C:9]2([CH3:10])[O:14][CH2:13][CH2:12][O:11]2)[CH:5]=[CH:6][C:7]=1[F:8]. The yield is 1.00. (10) The reactants are [ClH:1].Cl.[NH2:3][CH:4]1[CH2:9][CH2:8][N:7]([CH2:10][CH2:11][N:12]2[C:21]3[C:16](=[N:17][CH:18]=[C:19]([F:22])[CH:20]=3)[CH:15]=[CH:14][C:13]2=[O:23])[CH2:6][CH2:5]1.C([N:26]([CH2:29][CH3:30])[CH2:27][CH3:28])C.N1[C:36]2[O:37]CCO[C:35]=2[CH:34]=[C:33]([CH:41]=O)N=1.[BH-](OC(C)=O)(OC(C)=O)OC(C)=O.[Na+].C([O-])(O)=O.[Na+]. The catalyst is C(Cl)(Cl)Cl.CO. The product is [ClH:1].[O:37]1[C:30]2=[CH:29][N:26]=[C:27]([CH2:28][NH:3][CH:4]3[CH2:5][CH2:6][N:7]([CH2:10][CH2:11][N:12]4[C:21]5[C:16](=[N:17][CH:18]=[C:19]([F:22])[CH:20]=5)[CH:15]=[CH:14][C:13]4=[O:23])[CH2:8][CH2:9]3)[CH:41]=[C:33]2[CH2:34][CH2:35][CH2:36]1. The yield is 0.300.